This data is from NCI-60 drug combinations with 297,098 pairs across 59 cell lines. The task is: Regression. Given two drug SMILES strings and cell line genomic features, predict the synergy score measuring deviation from expected non-interaction effect. (1) Drug 1: CC(CN1CC(=O)NC(=O)C1)N2CC(=O)NC(=O)C2. Drug 2: CS(=O)(=O)CCNCC1=CC=C(O1)C2=CC3=C(C=C2)N=CN=C3NC4=CC(=C(C=C4)OCC5=CC(=CC=C5)F)Cl. Cell line: HCT-15. Synergy scores: CSS=34.4, Synergy_ZIP=-1.36, Synergy_Bliss=2.40, Synergy_Loewe=0.965, Synergy_HSA=1.21. (2) Drug 1: CC12CCC(CC1=CCC3C2CCC4(C3CC=C4C5=CN=CC=C5)C)O. Drug 2: C1CN1P(=S)(N2CC2)N3CC3. Cell line: PC-3. Synergy scores: CSS=14.7, Synergy_ZIP=-0.217, Synergy_Bliss=3.96, Synergy_Loewe=3.89, Synergy_HSA=5.39. (3) Drug 1: CC1=C(C=C(C=C1)C(=O)NC2=CC(=CC(=C2)C(F)(F)F)N3C=C(N=C3)C)NC4=NC=CC(=N4)C5=CN=CC=C5. Drug 2: CC1CCC2CC(C(=CC=CC=CC(CC(C(=O)C(C(C(=CC(C(=O)CC(OC(=O)C3CCCCN3C(=O)C(=O)C1(O2)O)C(C)CC4CCC(C(C4)OC)O)C)C)O)OC)C)C)C)OC. Cell line: NCIH23. Synergy scores: CSS=2.27, Synergy_ZIP=2.93, Synergy_Bliss=9.59, Synergy_Loewe=-4.47, Synergy_HSA=-0.263. (4) Drug 1: CC12CCC3C(C1CCC2=O)CC(=C)C4=CC(=O)C=CC34C. Drug 2: CCC1=C2CN3C(=CC4=C(C3=O)COC(=O)C4(CC)O)C2=NC5=C1C=C(C=C5)O. Cell line: DU-145. Synergy scores: CSS=53.0, Synergy_ZIP=-1.07, Synergy_Bliss=-0.835, Synergy_Loewe=-26.5, Synergy_HSA=0.957. (5) Drug 1: CN(C)C1=NC(=NC(=N1)N(C)C)N(C)C. Drug 2: C(CCl)NC(=O)N(CCCl)N=O. Cell line: TK-10. Synergy scores: CSS=-2.71, Synergy_ZIP=2.94, Synergy_Bliss=4.53, Synergy_Loewe=-2.08, Synergy_HSA=-0.471. (6) Drug 1: COC1=NC(=NC2=C1N=CN2C3C(C(C(O3)CO)O)O)N. Drug 2: CCC1(CC2CC(C3=C(CCN(C2)C1)C4=CC=CC=C4N3)(C5=C(C=C6C(=C5)C78CCN9C7C(C=CC9)(C(C(C8N6C)(C(=O)OC)O)OC(=O)C)CC)OC)C(=O)OC)O.OS(=O)(=O)O. Cell line: OVCAR-4. Synergy scores: CSS=5.29, Synergy_ZIP=-1.17, Synergy_Bliss=0.129, Synergy_Loewe=-0.925, Synergy_HSA=-1.38. (7) Cell line: A498. Synergy scores: CSS=29.1, Synergy_ZIP=-6.04, Synergy_Bliss=3.91, Synergy_Loewe=4.81, Synergy_HSA=4.80. Drug 2: C1C(C(OC1N2C=NC3=C(N=C(N=C32)Cl)N)CO)O. Drug 1: CC(CN1CC(=O)NC(=O)C1)N2CC(=O)NC(=O)C2. (8) Drug 1: C1=CC(=CC=C1CC(C(=O)O)N)N(CCCl)CCCl.Cl. Drug 2: C1=NC2=C(N1)C(=S)N=CN2. Cell line: SR. Synergy scores: CSS=45.2, Synergy_ZIP=-10.6, Synergy_Bliss=-17.8, Synergy_Loewe=-21.6, Synergy_HSA=-15.7. (9) Drug 1: CC1=C(C(CCC1)(C)C)C=CC(=CC=CC(=CC(=O)O)C)C. Drug 2: C1=CN(C=N1)CC(O)(P(=O)(O)O)P(=O)(O)O. Cell line: SNB-19. Synergy scores: CSS=-2.86, Synergy_ZIP=1.14, Synergy_Bliss=-1.11, Synergy_Loewe=-4.66, Synergy_HSA=-4.70. (10) Drug 1: C1=CN(C(=O)N=C1N)C2C(C(C(O2)CO)O)(F)F. Drug 2: CC1(CCCN1)C2=NC3=C(C=CC=C3N2)C(=O)N. Cell line: SW-620. Synergy scores: CSS=44.5, Synergy_ZIP=-0.969, Synergy_Bliss=-4.02, Synergy_Loewe=-27.4, Synergy_HSA=-4.20.